Predict which catalyst facilitates the given reaction. From a dataset of Catalyst prediction with 721,799 reactions and 888 catalyst types from USPTO. (1) Product: [NH2:10][C:11]1[N:12]=[C:13]([CH3:35])[C:14]2[CH:28]=[CH:29][C:30](=[O:31])[N:17]([C@H:18]3[CH2:23][CH2:22][C@H:21]([O:24][CH2:25][CH2:26][OH:27])[CH2:20][CH2:19]3)[C:15]=2[N:16]=1. Reactant: C1(S)C=CC=CC=1.[H-].[Na+].[NH2:10][C:11]1[N:16]=[C:15]([NH:17][C@H:18]2[CH2:23][CH2:22][C@H:21]([O:24][CH2:25][CH2:26][OH:27])[CH2:20][CH2:19]2)[C:14](/[CH:28]=[CH:29]/[C:30](OCC)=[O:31])=[C:13]([CH3:35])[N:12]=1.N12CCCN=C1CCCCC2.C(N(C(C)C)CC)(C)C. The catalyst class is: 9. (2) Reactant: [CH2:1]([O:8][C@@H:9]1[C@@:15]([CH2:25][O:26]S(C)(=O)=O)([CH2:16][O:17][CH2:18][C:19]2[CH:24]=[CH:23][CH:22]=[CH:21][CH:20]=2)[O:14][C@H:11]([O:12][CH3:13])[C@@H:10]1O)[C:2]1[CH:7]=[CH:6][CH:5]=[CH:4][CH:3]=1.[H-].[Na+]. Product: [CH2:1]([O:8][C@H:9]1[C@H:10]2[O:26][CH2:25][C@:15]1([CH2:16][O:17][CH2:18][C:19]1[CH:24]=[CH:23][CH:22]=[CH:21][CH:20]=1)[O:14][C@H:11]2[O:12][CH3:13])[C:2]1[CH:7]=[CH:6][CH:5]=[CH:4][CH:3]=1. The catalyst class is: 3. (3) Reactant: [CH3:1][S:2]([N:5]1[CH2:10][CH2:9][N:8]([C:11]2[CH:16]=[CH:15][C:14]([C:17]#[C:18][C:19]3[CH:24]=[CH:23][C:22]([C:25]([F:28])([F:27])[F:26])=[CH:21][N:20]=3)=[CH:13][N:12]=2)[CH2:7][CH2:6]1)(=[O:4])=[O:3].[Li+].C[Si]([N-][Si](C)(C)C)(C)C.P(Cl)(OCC)(OCC)=O.[N:48]1[CH:53]=[CH:52][CH:51]=[N:50][C:49]=1[CH2:54][CH2:55][CH2:56][CH:57]=O. Product: [F:27][C:25]([F:26])([F:28])[C:22]1[CH:23]=[CH:24][C:19]([C:18]#[C:17][C:14]2[CH:15]=[CH:16][C:11]([N:8]3[CH2:9][CH2:10][N:5]([S:2]([CH:1]=[CH:57][CH2:56][CH2:55][CH2:54][C:49]4[N:50]=[CH:51][CH:52]=[CH:53][N:48]=4)(=[O:4])=[O:3])[CH2:6][CH2:7]3)=[N:12][CH:13]=2)=[N:20][CH:21]=1. The catalyst class is: 1. (4) Reactant: C([Li])CCC.Br[C:7]1[C:8]([CH3:17])=[N:9][C:10]([O:15][CH3:16])=[C:11]([CH2:13][CH3:14])[CH:12]=1.[C:18]([C:20]1[CH:21]=[C:22]([CH:25]=[CH:26][CH:27]=1)[CH:23]=[O:24])#[N:19]. Product: [CH2:13]([C:11]1[CH:12]=[C:7]([CH:23]([OH:24])[C:22]2[CH:21]=[C:20]([CH:27]=[CH:26][CH:25]=2)[C:18]#[N:19])[C:8]([CH3:17])=[N:9][C:10]=1[O:15][CH3:16])[CH3:14]. The catalyst class is: 7. (5) Reactant: [CH3:1][C@H:2]([NH:11][CH3:12])[C@@H:3]([OH:10])[C:4]1[CH:5]=[CH:6][CH:7]=[CH:8][CH:9]=1.Cl.C(C1C=NC=CN=1)(=O)C.C(NC1C=CC(O)=CC=1)(=O)C. Product: [CH3:1][C@H:2]([NH:11][CH3:12])[C@@H:3]([OH:10])[C:4]1[CH:5]=[CH:6][CH:7]=[CH:8][CH:9]=1. The catalyst class is: 6.